From a dataset of Full USPTO retrosynthesis dataset with 1.9M reactions from patents (1976-2016). Predict the reactants needed to synthesize the given product. Given the product [CH2:1]([CH:3]([N:6]1[CH:10]=[C:9]([NH:11][C:12](=[O:18])[CH:13]([NH:17][CH:25]2[CH2:24][CH2:23][C:22]3[C:27](=[C:28]([F:30])[CH:29]=[C:20]([F:19])[CH:21]=3)[CH2:26]2)[CH2:14][CH2:15][CH3:16])[N:8]=[CH:7]1)[CH2:4][CH3:5])[CH3:2], predict the reactants needed to synthesize it. The reactants are: [CH2:1]([CH:3]([N:6]1[CH:10]=[C:9]([NH:11][C:12](=[O:18])[CH:13]([NH2:17])[CH2:14][CH2:15][CH3:16])[N:8]=[CH:7]1)[CH2:4][CH3:5])[CH3:2].[F:19][C:20]1[CH:21]=[C:22]2[C:27](=[C:28]([F:30])[CH:29]=1)[CH2:26][C:25](=O)[CH2:24][CH2:23]2.